From a dataset of Forward reaction prediction with 1.9M reactions from USPTO patents (1976-2016). Predict the product of the given reaction. (1) Given the reactants [F:1][C:2]([F:13])([F:12])[CH2:3][CH:4]1[NH:9][C:8](=O)[CH2:7][NH:6][C:5]1=O.[H-].[H-].[H-].[H-].[Li+].[Al+3].[OH-].[Na+], predict the reaction product. The product is: [F:13][C:2]([F:1])([F:12])[CH2:3][CH:4]1[CH2:5][NH:6][CH2:7][CH2:8][NH:9]1. (2) Given the reactants [Cl:1][C:2]1[N:3]=[C:4]([N:14]2[CH2:19][CH2:18][O:17][CH2:16][CH2:15]2)[C:5]2[S:10][C:9]([CH2:11][CH:12]=O)=[CH:8][C:6]=2[N:7]=1.[CH3:20][S:21]([N:24]1[CH2:29][CH2:28][NH:27][CH2:26][CH2:25]1)(=[O:23])=[O:22].COC(OC)OC.C(O[BH-](OC(=O)C)OC(=O)C)(=O)C.[Na+], predict the reaction product. The product is: [Cl:1][C:2]1[N:3]=[C:4]([N:14]2[CH2:19][CH2:18][O:17][CH2:16][CH2:15]2)[C:5]2[S:10][C:9]([CH2:11][CH2:12][N:27]3[CH2:28][CH2:29][N:24]([S:21]([CH3:20])(=[O:23])=[O:22])[CH2:25][CH2:26]3)=[CH:8][C:6]=2[N:7]=1. (3) Given the reactants Cl[C:2]1[N:9]=[C:8]([O:10][CH3:11])[CH:7]=[CH:6][C:3]=1[C:4]#[N:5].[F:12][C:13]1[CH:14]=[C:15](B(O)O)[CH:16]=[C:17]([F:19])[CH:18]=1.C(=O)([O-])[O-].[Na+].[Na+], predict the reaction product. The product is: [F:12][C:13]1[CH:14]=[C:15]([C:2]2[N:9]=[C:8]([O:10][CH3:11])[CH:7]=[CH:6][C:3]=2[C:4]#[N:5])[CH:16]=[C:17]([F:19])[CH:18]=1.